Dataset: Reaction yield outcomes from USPTO patents with 853,638 reactions. Task: Predict the reaction yield, written as a fraction of the theoretical maximum amount of product (1.0 means a 100% yield; for example, 0.34 means a 34% yield). (1) The reactants are Br[CH2:2][C:3]#[C:4][CH3:5].[H-].[Na+].[OH:8][C:9]1([C:20]2[CH:25]=[CH:24][CH:23]=[CH:22][C:21]=2[CH3:26])[CH2:12][N:11]([C:13]([O:15][C:16]([CH3:19])([CH3:18])[CH3:17])=[O:14])[CH2:10]1.O. The catalyst is CN(C)C=O. The product is [CH2:2]([O:8][C:9]1([C:20]2[CH:25]=[CH:24][CH:23]=[CH:22][C:21]=2[CH3:26])[CH2:12][N:11]([C:13]([O:15][C:16]([CH3:19])([CH3:18])[CH3:17])=[O:14])[CH2:10]1)[C:3]#[C:4][CH3:5]. The yield is 0.810. (2) The product is [Cl:1][C:2]1[CH:3]=[C:4]([N:10]2[CH:18]([CH:19]3[CH2:20][CH2:21][CH2:22][CH2:23]3)[CH:17]3[C:12]([C:13]4[CH:27]=[CH:26][C:25]([C:28]([O:30][CH2:38][CH2:37][CH:31]5[CH2:36][CH2:35][CH2:34][CH2:33][CH2:32]5)=[O:29])=[CH:24][C:14]=4[CH2:15][CH2:16]3)=[N:11]2)[CH:5]=[CH:6][C:7]=1[C:8]#[N:9]. The yield is 0.680. No catalyst specified. The reactants are [Cl:1][C:2]1[CH:3]=[C:4]([N:10]2[CH:18]([CH:19]3[CH2:23][CH2:22][CH2:21][CH2:20]3)[CH:17]3[C:12]([C:13]4[CH:27]=[CH:26][C:25]([C:28]([OH:30])=[O:29])=[CH:24][C:14]=4[CH2:15][CH2:16]3)=[N:11]2)[CH:5]=[CH:6][C:7]=1[C:8]#[N:9].[CH:31]1([CH2:37][CH2:38]O)[CH2:36][CH2:35][CH2:34][CH2:33][CH2:32]1. (3) The reactants are O=[C:2]([C:6]1[CH:11]=[CH:10][CH:9]=[CH:8][CH:7]=1)[C:3]([OH:5])=O.[C:12]1([NH2:19])[C:13]([NH2:18])=[CH:14][CH:15]=[CH:16][CH:17]=1. The catalyst is C(O)C. The product is [C:6]1([C:2]2[C:3]([OH:5])=[N:18][C:13]3[C:12]([N:19]=2)=[CH:17][CH:16]=[CH:15][CH:14]=3)[CH:11]=[CH:10][CH:9]=[CH:8][CH:7]=1. The yield is 0.500. (4) The reactants are Br[C:2]1[CH:3]=[C:4]([C:20]2[CH:25]=[CH:24][N:23]=[CH:22][CH:21]=2)[S:5][C:6]=1[C:7]1[N:11]=[CH:10][N:9]([CH2:12][O:13][CH2:14][CH2:15][Si:16]([CH3:19])([CH3:18])[CH3:17])[N:8]=1.[Cl-].[Cl:27][C:28]1[CH:35]=[CH:34][C:31]([CH2:32][Zn+])=[CH:30][CH:29]=1.O1CCCC1. The catalyst is CCOC(C)=O.[Cl-].[NH4+].CC(C)([P](C(C)(C)C)([Pd][P](C(C)(C)C)(C(C)(C)C)C(C)(C)C)C(C)(C)C)C. The product is [Cl:27][C:28]1[CH:35]=[CH:34][C:31]([CH2:32][C:2]2[CH:3]=[C:4]([C:20]3[CH:25]=[CH:24][N:23]=[CH:22][CH:21]=3)[S:5][C:6]=2[C:7]2[N:11]=[CH:10][N:9]([CH2:12][O:13][CH2:14][CH2:15][Si:16]([CH3:19])([CH3:18])[CH3:17])[N:8]=2)=[CH:30][CH:29]=1. The yield is 0.760. (5) The reactants are C(O[C:9]([N:11]([CH2:13][C:14]1[C:22]2[C:17](=[CH:18][CH:19]=[CH:20][CH:21]=2)[N:16]([CH2:23][C:24]2[CH:29]=[CH:28][CH:27]=[CH:26][CH:25]=2)[CH:15]=1)C)=O)C1C=CC=CC=1. The catalyst is [OH-].[OH-].[Pd+2].CO. The product is [CH2:23]([N:16]1[C:17]2[C:22](=[CH:21][CH:20]=[CH:19][CH:18]=2)[C:14]([CH2:13][NH:11][CH3:9])=[CH:15]1)[C:24]1[CH:25]=[CH:26][CH:27]=[CH:28][CH:29]=1. The yield is 0.860. (6) The reactants are [CH:1]1([C:4]2[NH:8][N:7]=[C:6]([NH:9][C:10]3[CH:11]=[C:12]([NH:18][C@H:19]([C:21]4[CH:26]=[CH:25][C:24]([F:27])=[CH:23][CH:22]=4)[CH3:20])[C:13]([F:17])=[CH:14][C:15]=3[NH2:16])[CH:5]=2)[CH2:3][CH2:2]1.[C:28](O)(=O)C.C(N)=N.C(=O)(O)[O-].[Na+].CCOC(C)=O. The catalyst is CCO. The product is [CH:1]1([C:4]2[NH:8][N:7]=[C:6]([N:9]3[C:10]4[CH:11]=[C:12]([NH:18][C@H:19]([C:21]5[CH:22]=[CH:23][C:24]([F:27])=[CH:25][CH:26]=5)[CH3:20])[C:13]([F:17])=[CH:14][C:15]=4[N:16]=[CH:28]3)[CH:5]=2)[CH2:3][CH2:2]1. The yield is 0.550.